From a dataset of Peptide-MHC class II binding affinity with 134,281 pairs from IEDB. Regression. Given a peptide amino acid sequence and an MHC pseudo amino acid sequence, predict their binding affinity value. This is MHC class II binding data. (1) The peptide sequence is YEGQRVVFIQPSPVRD. The MHC is HLA-DQA10401-DQB10402 with pseudo-sequence HLA-DQA10401-DQB10402. The binding affinity (normalized) is 0.198. (2) The peptide sequence is CFHEFLSSKLNKFVS. The MHC is DRB1_0901 with pseudo-sequence DRB1_0901. The binding affinity (normalized) is 0.200. (3) The peptide sequence is GEPGIAGFKGEQGPK. The MHC is H-2-IAq with pseudo-sequence H-2-IAq. The binding affinity (normalized) is 0.188. (4) The peptide sequence is VGINTRNMTMSMSMI. The MHC is DRB1_0801 with pseudo-sequence DRB1_0801. The binding affinity (normalized) is 0.317. (5) The peptide sequence is VFSPGRKNGSFIIDG. The MHC is HLA-DQA10501-DQB10303 with pseudo-sequence HLA-DQA10501-DQB10303. The binding affinity (normalized) is 0.311. (6) The peptide sequence is YKAAVDLSHFLKEKGGL. The MHC is DRB1_0901 with pseudo-sequence DRB1_0901. The binding affinity (normalized) is 0.